This data is from Reaction yield outcomes from USPTO patents with 853,638 reactions. The task is: Predict the reaction yield, written as a fraction of the theoretical maximum amount of product (1.0 means a 100% yield; for example, 0.34 means a 34% yield). The reactants are C(OC([N:8]1[CH2:13][CH2:12][CH:11]([N:14]([CH3:18])[CH2:15][CH2:16][CH3:17])[CH2:10][CH2:9]1)=O)(C)(C)C.Cl. The catalyst is CCOC(C)=O. The product is [CH3:18][N:14]([CH:11]1[CH2:10][CH2:9][NH:8][CH2:13][CH2:12]1)[CH2:15][CH2:16][CH3:17]. The yield is 0.920.